From a dataset of Catalyst prediction with 721,799 reactions and 888 catalyst types from USPTO. Predict which catalyst facilitates the given reaction. (1) Reactant: Br[CH2:2][C:3]1[CH:8]=[C:7]([C:9]([F:12])([F:11])[F:10])[CH:6]=[C:5]([C:13]([F:16])([F:15])[F:14])[CH:4]=1.[Cl:17][C:18]1[CH:23]=[CH:22][C:21]([C:24]2([C:28]([N:30]3[CH2:35][CH2:34][CH2:33][CH:32]([OH:36])[CH2:31]3)=O)[CH2:27][CH2:26][CH2:25]2)=[CH:20][CH:19]=1.CCOCC.[H-].[Al+3].[Li+].[H-].[H-].[H-]. Product: [F:14][C:13]([F:16])([F:15])[C:5]1[CH:4]=[C:3]([CH:8]=[C:7]([C:9]([F:12])([F:11])[F:10])[CH:6]=1)[CH2:2][O:36][CH:32]1[CH2:33][CH2:34][CH2:35][N:30]([CH2:28][C:24]2([C:21]3[CH:22]=[CH:23][C:18]([Cl:17])=[CH:19][CH:20]=3)[CH2:27][CH2:26][CH2:25]2)[CH2:31]1. The catalyst class is: 1. (2) Reactant: [N:1]1[CH:6]=[CH:5][CH:4]=[C:3]([O:7][CH2:8][C:9]([OH:11])=O)[CH:2]=1.C(N1C=CN=C1)(N1C=CN=C1)=O.[CH2:24]1[C:33]2[C:28](=[CH:29][C:30]([NH2:34])=[CH:31][CH:32]=2)[CH2:27][CH2:26][NH:25]1. Product: [NH2:34][C:30]1[CH:29]=[C:28]2[C:33](=[CH:32][CH:31]=1)[CH2:24][N:25]([C:9](=[O:11])[CH2:8][O:7][C:3]1[CH:2]=[N:1][CH:6]=[CH:5][CH:4]=1)[CH2:26][CH2:27]2. The catalyst class is: 9. (3) Reactant: [OH:1][NH:2][C:3](=[NH:20])[C:4]1[CH:5]=[C:6]2[C:10](=[CH:11][CH:12]=1)[N:9]([CH2:13][CH2:14][C:15]([O:17][CH2:18][CH3:19])=[O:16])[N:8]=[CH:7]2.[Cl:21][C:22]1[CH:23]=[C:24]([CH:28]=[CH:29][C:30]=1[O:31][CH:32]([CH3:34])[CH3:33])[C:25](O)=O.C(Cl)CCl.C1C=CC2N(O)N=NC=2C=1. Product: [Cl:21][C:22]1[CH:23]=[C:24]([C:25]2[O:1][N:2]=[C:3]([C:4]3[CH:5]=[C:6]4[C:10](=[CH:11][CH:12]=3)[N:9]([CH2:13][CH2:14][C:15]([O:17][CH2:18][CH3:19])=[O:16])[N:8]=[CH:7]4)[N:20]=2)[CH:28]=[CH:29][C:30]=1[O:31][CH:32]([CH3:33])[CH3:34]. The catalyst class is: 508. (4) Reactant: [ClH:1].[Cl:2][C:3]1[CH:4]=[CH:5][CH:6]=[C:7]2[C:12]=1[N:11]=[C:10]([C:13]1[N:17]([CH3:18])[CH:16]=[N:15][CH:14]=1)[C:9]([CH2:19][NH:20][C:21]1[N:29]=[CH:28][N:27]=[C:26]3[C:22]=1[N:23]=[CH:24][NH:25]3)=[CH:8]2. The catalyst class is: 88. Product: [ClH:2].[ClH:1].[Cl:2][C:3]1[CH:4]=[CH:5][CH:6]=[C:7]2[C:12]=1[N:11]=[C:10]([C:13]1[N:17]([CH3:18])[CH:16]=[N:15][CH:14]=1)[C:9]([CH2:19][NH:20][C:21]1[N:29]=[CH:28][N:27]=[C:26]3[C:22]=1[N:23]=[CH:24][NH:25]3)=[CH:8]2. (5) Reactant: C([O:3][C:4]([C:6]1[CH:7]=[N:8][N:9]2[C:14]([CH:15]3[CH2:20][CH2:19][CH2:18][CH2:17][CH2:16]3)=[C:13]([C:21]3[CH:26]=[CH:25][C:24]([C:27]4[CH:32]=[CH:31][CH:30]=[C:29]([O:33][CH3:34])[CH:28]=4)=[CH:23][CH:22]=3)[CH:12]=[N:11][C:10]=12)=[O:5])C.[Li+].[OH-].Cl. Product: [CH:15]1([C:14]2[N:9]3[N:8]=[CH:7][C:6]([C:4]([OH:5])=[O:3])=[C:10]3[N:11]=[CH:12][C:13]=2[C:21]2[CH:22]=[CH:23][C:24]([C:27]3[CH:32]=[CH:31][CH:30]=[C:29]([O:33][CH3:34])[CH:28]=3)=[CH:25][CH:26]=2)[CH2:16][CH2:17][CH2:18][CH2:19][CH2:20]1. The catalyst class is: 7.